This data is from TCR-epitope binding with 47,182 pairs between 192 epitopes and 23,139 TCRs. The task is: Binary Classification. Given a T-cell receptor sequence (or CDR3 region) and an epitope sequence, predict whether binding occurs between them. The epitope is TLDSKTQSL. The TCR CDR3 sequence is CASSMTSGSLNEQFF. Result: 0 (the TCR does not bind to the epitope).